From a dataset of Forward reaction prediction with 1.9M reactions from USPTO patents (1976-2016). Predict the product of the given reaction. (1) The product is: [F:26][C:27]([F:32])([F:31])[C:28]([OH:30])=[O:29].[F:26][C:27]([F:32])([F:31])[C:28]([OH:30])=[O:29].[Cl:24][C:20]1[CH:19]=[C:18]([NH:17][C:8]([NH2:9])=[NH:7])[CH:23]=[CH:22][N:21]=1. Given the reactants C(OC(=O)[NH:7]/[C:8](/[NH:17][C:18]1[CH:23]=[CH:22][N:21]=[C:20]([Cl:24])[CH:19]=1)=[N:9]\C(=O)OC(C)(C)C)(C)(C)C.[F:26][C:27]([F:32])([F:31])[C:28]([OH:30])=[O:29], predict the reaction product. (2) The product is: [CH:22]1([N:21]=[C:20]([NH:19][CH:13]2[CH2:14][CH2:15][CH2:16][CH2:17][CH2:18]2)[N:2]([CH3:1])[CH2:3][CH2:4][CH2:5][Si:6]([O:11][CH3:12])([O:7][CH3:8])[O:9][CH3:10])[CH2:27][CH2:26][CH2:25][CH2:24][CH2:23]1. Given the reactants [CH3:1][NH:2][CH2:3][CH2:4][CH2:5][Si:6]([O:11][CH3:12])([O:9][CH3:10])[O:7][CH3:8].[CH:13]1([N:19]=[C:20]=[N:21][CH:22]2[CH2:27][CH2:26][CH2:25][CH2:24][CH2:23]2)[CH2:18][CH2:17][CH2:16][CH2:15][CH2:14]1.N=C=N, predict the reaction product. (3) Given the reactants [NH2:1][C:2]12[CH2:9][CH2:8][C:5]([CH:10]([OH:25])[CH2:11][C:12]3[C:21]4[C:16](=[CH:17][CH:18]=[C:19]([O:22][CH3:23])[N:20]=4)[N:15]=[CH:14][C:13]=3[F:24])([CH2:6][CH2:7]1)[O:4][CH2:3]2.[O:26]1[C:35]2[C:30](=[N:31][C:32]([CH:36]=O)=[CH:33][CH:34]=2)[O:29][CH2:28][CH2:27]1.C(O)(=O)C.C(O[BH-](OC(=O)C)OC(=O)C)(=O)C.[Na+], predict the reaction product. The product is: [O:26]1[C:35]2[C:30](=[N:31][C:32]([CH2:36][NH:1][C:2]34[CH2:9][CH2:8][C:5]([CH:10]([OH:25])[CH2:11][C:12]5[C:21]6[C:16](=[CH:17][CH:18]=[C:19]([O:22][CH3:23])[N:20]=6)[N:15]=[CH:14][C:13]=5[F:24])([CH2:6][CH2:7]3)[O:4][CH2:3]4)=[CH:33][CH:34]=2)[O:29][CH2:28][CH2:27]1. (4) Given the reactants [C:1]([O:5][C:6]([N:8]1[CH2:13][CH2:12][CH:11]([C:14](=O)[NH:15][CH2:16][C:17]([C:19]2[CH:24]=[CH:23][C:22]([F:25])=[C:21]([C:26]([F:29])([F:28])[F:27])[CH:20]=2)=O)[CH2:10][CH2:9]1)=[O:7])([CH3:4])([CH3:3])[CH3:2].C(O)CCC.C([O-])(=O)C.[NH4+:40], predict the reaction product. The product is: [C:1]([O:5][C:6]([N:8]1[CH2:13][CH2:12][CH:11]([C:14]2[NH:15][CH:16]=[C:17]([C:19]3[CH:24]=[CH:23][C:22]([F:25])=[C:21]([C:26]([F:29])([F:28])[F:27])[CH:20]=3)[N:40]=2)[CH2:10][CH2:9]1)=[O:7])([CH3:4])([CH3:3])[CH3:2]. (5) The product is: [NH2:5][C:6]1[C:15]2[N:16]=[C:17]([CH2:31][OH:32])[N:18]([CH2:19][CH2:20][CH2:21][CH2:22][NH:23][C:24]([CH:26]3[CH2:30][CH2:29][CH2:28][CH2:27]3)=[O:25])[C:14]=2[C:13]2[CH:12]=[CH:11][CH:10]=[CH:9][C:8]=2[N:7]=1. Given the reactants B(Br)(Br)Br.[NH2:5][C:6]1[C:15]2[N:16]=[C:17]([CH2:31][O:32]CC)[N:18]([CH2:19][CH2:20][CH2:21][CH2:22][NH:23][C:24]([CH:26]3[CH2:30][CH2:29][CH2:28][CH2:27]3)=[O:25])[C:14]=2[C:13]2[CH:12]=[CH:11][CH:10]=[CH:9][C:8]=2[N:7]=1, predict the reaction product. (6) Given the reactants Cl[C:2]1[N:7]=[C:6]([Cl:8])[CH:5]=[C:4]([O:9][CH3:10])[N:3]=1.[N:11]1[CH:16]=[CH:15][CH:14]=[N:13][C:12]=1[C:17]1[CH:21]=[C:20]([C@@H:22]2[CH2:26][CH2:25][CH2:24][NH:23]2)[O:19][N:18]=1, predict the reaction product. The product is: [Cl:8][C:6]1[CH:5]=[C:4]([O:9][CH3:10])[N:3]=[C:2]([N:23]2[CH2:24][CH2:25][CH2:26][C@H:22]2[C:20]2[O:19][N:18]=[C:17]([C:12]3[N:13]=[CH:14][CH:15]=[CH:16][N:11]=3)[CH:21]=2)[N:7]=1. (7) The product is: [ClH:20].[NH2:7][CH2:6][C:5]1[CH:8]=[CH:9][C:2]([F:1])=[CH:3][C:4]=1[O:10][CH2:11][C:12]([N:14]1[CH2:15][CH2:16][O:17][CH2:18][CH2:19]1)=[O:13]. Given the reactants [F:1][C:2]1[CH:9]=[CH:8][C:5]([C:6]#[N:7])=[C:4]([O:10][CH2:11][C:12]([N:14]2[CH2:19][CH2:18][O:17][CH2:16][CH2:15]2)=[O:13])[CH:3]=1.[ClH:20].[H][H], predict the reaction product.